Dataset: Peptide-MHC class I binding affinity with 185,985 pairs from IEDB/IMGT. Task: Regression. Given a peptide amino acid sequence and an MHC pseudo amino acid sequence, predict their binding affinity value. This is MHC class I binding data. The peptide sequence is YLYALIYFL. The MHC is HLA-A02:01 with pseudo-sequence HLA-A02:01. The binding affinity (normalized) is 1.00.